Dataset: Reaction yield outcomes from USPTO patents with 853,638 reactions. Task: Predict the reaction yield, written as a fraction of the theoretical maximum amount of product (1.0 means a 100% yield; for example, 0.34 means a 34% yield). (1) The catalyst is C(O)C.O1CCCC1.CN(C)C(=O)C. The yield is 0.170. The reactants are Cl[CH:2]([CH:14]1[CH2:19][CH2:18][CH2:17][CH2:16][CH2:15]1)[C:3]1[O:4][C:5]2[CH:11]=[CH:10][C:9]([O:12][CH3:13])=[CH:8][C:6]=2[CH:7]=1.[NH2:20][C:21]1[CH:26]=[CH:25][C:24]([C:27]([NH:29][CH2:30][CH2:31][C:32]([O:34]CC)=[O:33])=[O:28])=[CH:23][CH:22]=1.[I-].[Na+].C(=O)([O-])[O-].[Na+].[Na+].Cl.[OH-].[Na+]. The product is [CH:14]1([CH:2]([NH:20][C:21]2[CH:22]=[CH:23][C:24]([C:27]([NH:29][CH2:30][CH2:31][C:32]([OH:34])=[O:33])=[O:28])=[CH:25][CH:26]=2)[C:3]2[O:4][C:5]3[CH:11]=[CH:10][C:9]([O:12][CH3:13])=[CH:8][C:6]=3[CH:7]=2)[CH2:19][CH2:18][CH2:17][CH2:16][CH2:15]1. (2) The reactants are [C:1]([O:5][C:6]([NH:8][CH:9]1[CH2:12][NH:11][CH2:10]1)=[O:7])([CH3:4])([CH3:3])[CH3:2].Br[C:14]1[S:15][C:16]([C:22]([O:24][CH2:25][CH3:26])=[O:23])=[C:17]([CH2:19][CH2:20][CH3:21])[N:18]=1.C(N(C(C)C)CC)(C)C. No catalyst specified. The product is [C:1]([O:5][C:6]([NH:8][CH:9]1[CH2:10][N:11]([C:14]2[S:15][C:16]([C:22]([O:24][CH2:25][CH3:26])=[O:23])=[C:17]([CH2:19][CH2:20][CH3:21])[N:18]=2)[CH2:12]1)=[O:7])([CH3:4])([CH3:2])[CH3:3]. The yield is 0.710.